This data is from Reaction yield outcomes from USPTO patents with 853,638 reactions. The task is: Predict the reaction yield, written as a fraction of the theoretical maximum amount of product (1.0 means a 100% yield; for example, 0.34 means a 34% yield). (1) The reactants are [Li+].CC([N-]C(C)C)C.[CH2:9]([O:11][C:12](=[O:16])[CH:13]([CH3:15])[CH3:14])[CH3:10].[CH2:17]([N:24]1[CH2:29][CH2:28][C:27](=[O:30])[CH2:26][CH2:25]1)[C:18]1[CH:23]=[CH:22][CH:21]=[CH:20][CH:19]=1.[NH4+].[Cl-]. The catalyst is O1CCCC1. The product is [CH2:9]([O:11][C:12](=[O:16])[C:13]([C:27]1([OH:30])[CH2:28][CH2:29][N:24]([CH2:17][C:18]2[CH:23]=[CH:22][CH:21]=[CH:20][CH:19]=2)[CH2:25][CH2:26]1)([CH3:15])[CH3:14])[CH3:10]. The yield is 0.890. (2) The reactants are [CH2:1]([O:5][C:6]1[CH:14]=[CH:13][C:9]([C:10]([OH:12])=O)=[CH:8][N:7]=1)[CH2:2][CH2:3][CH3:4].[F:15][C:16]1[CH:22]=[C:21]([F:23])[CH:20]=[CH:19][C:17]=1[NH2:18].CCN(C(C)C)C(C)C.CN(C(ON1N=NC2C=CC=NC1=2)=[N+](C)C)C.F[P-](F)(F)(F)(F)F. The catalyst is CN(C=O)C.O. The product is [CH2:1]([O:5][C:6]1[CH:14]=[CH:13][C:9]([C:10]([NH:18][C:17]2[CH:19]=[CH:20][C:21]([F:23])=[CH:22][C:16]=2[F:15])=[O:12])=[CH:8][N:7]=1)[CH2:2][CH2:3][CH3:4]. The yield is 0.650. (3) The reactants are [NH2:1][C:2]1[CH:7]=[CH:6][C:5]([N:8]2[CH2:13][CH2:12][O:11][CH2:10][C:9]2=[O:14])=[CH:4][CH:3]=1.Cl[C:16](OC1C=CC([N+]([O-])=O)=CC=1)=[O:17].N1C=CC=CC=1.[C:34](=[N:47][NH2:48])([C:41]1[CH:46]=[CH:45][CH:44]=[CH:43][CH:42]=1)[C:35]1[CH:40]=[CH:39][CH:38]=[CH:37][CH:36]=1.C(N(C(C)C)C(C)C)C. The catalyst is ClCCl.C(OCC)(=O)C. The product is [C:35]1([C:34]([C:41]2[CH:42]=[CH:43][CH:44]=[CH:45][CH:46]=2)=[N:47][NH:48][C:16]([NH:1][C:2]2[CH:3]=[CH:4][C:5]([N:8]3[CH2:13][CH2:12][O:11][CH2:10][C:9]3=[O:14])=[CH:6][CH:7]=2)=[O:17])[CH:40]=[CH:39][CH:38]=[CH:37][CH:36]=1. The yield is 0.790. (4) The reactants are Cl[C:2]1[C:11]2[C:6](=[CH:7][CH:8]=[CH:9][CH:10]=2)[N:5]=[CH:4][CH:3]=1.C([NH2:15])(=O)C.C([O-])([O-])=O.[K+].[K+]. No catalyst specified. The product is [NH2:15][C:2]1[C:11]2[C:6](=[CH:7][CH:8]=[CH:9][CH:10]=2)[N:5]=[CH:4][CH:3]=1. The yield is 0.600.